The task is: Binary Classification. Given a drug SMILES string, predict its activity (active/inactive) in a high-throughput screening assay against a specified biological target.. This data is from Tyrosyl-DNA phosphodiesterase HTS with 341,365 compounds. (1) The result is 0 (inactive). The compound is S=C(N1CCOCC1)c1c2c([nH]c1)c(CC)ccc2. (2) The drug is O=C(N)C1(N2CCCCC2)CCN(CC1)Cc1ccccc1. The result is 0 (inactive).